This data is from NCI-60 drug combinations with 297,098 pairs across 59 cell lines. The task is: Regression. Given two drug SMILES strings and cell line genomic features, predict the synergy score measuring deviation from expected non-interaction effect. (1) Drug 1: C1CC(=O)NC(=O)C1N2CC3=C(C2=O)C=CC=C3N. Drug 2: C1=NNC2=C1C(=O)NC=N2. Cell line: HCC-2998. Synergy scores: CSS=3.69, Synergy_ZIP=0.298, Synergy_Bliss=-0.404, Synergy_Loewe=-1.33, Synergy_HSA=-2.88. (2) Drug 1: C1=NNC2=C1C(=O)NC=N2. Drug 2: CC1=C(C(=O)C2=C(C1=O)N3CC4C(C3(C2COC(=O)N)OC)N4)N. Cell line: SF-295. Synergy scores: CSS=52.3, Synergy_ZIP=1.07, Synergy_Bliss=1.54, Synergy_Loewe=-47.5, Synergy_HSA=0.881. (3) Drug 1: CN(C)C(=N)N=C(N)N. Drug 2: C1=CC=C(C=C1)NC(=O)CCCCCCC(=O)NO. Cell line: NCIH23. Synergy scores: CSS=49.4, Synergy_ZIP=-1.04, Synergy_Bliss=-5.09, Synergy_Loewe=-6.61, Synergy_HSA=-4.01. (4) Drug 1: CN1C(=O)N2C=NC(=C2N=N1)C(=O)N. Drug 2: CC1C(C(CC(O1)OC2CC(OC(C2O)C)OC3=CC4=CC5=C(C(=O)C(C(C5)C(C(=O)C(C(C)O)O)OC)OC6CC(C(C(O6)C)O)OC7CC(C(C(O7)C)O)OC8CC(C(C(O8)C)O)(C)O)C(=C4C(=C3C)O)O)O)O. Cell line: HCT-15. Synergy scores: CSS=13.3, Synergy_ZIP=-4.37, Synergy_Bliss=-5.15, Synergy_Loewe=-34.6, Synergy_HSA=-5.93. (5) Drug 1: C1=CC(=CC=C1CCCC(=O)O)N(CCCl)CCCl. Drug 2: CC1=C(C(CCC1)(C)C)C=CC(=CC=CC(=CC(=O)O)C)C. Cell line: SF-539. Synergy scores: CSS=36.7, Synergy_ZIP=-0.177, Synergy_Bliss=3.01, Synergy_Loewe=6.07, Synergy_HSA=7.08. (6) Drug 1: C1=C(C(=O)NC(=O)N1)N(CCCl)CCCl. Drug 2: C(CN)CNCCSP(=O)(O)O. Cell line: CAKI-1. Synergy scores: CSS=34.0, Synergy_ZIP=-2.22, Synergy_Bliss=-2.69, Synergy_Loewe=2.00, Synergy_HSA=1.38. (7) Drug 1: CC(C)(C#N)C1=CC(=CC(=C1)CN2C=NC=N2)C(C)(C)C#N. Drug 2: CN(C(=O)NC(C=O)C(C(C(CO)O)O)O)N=O. Cell line: A498. Synergy scores: CSS=-0.757, Synergy_ZIP=-0.882, Synergy_Bliss=-2.60, Synergy_Loewe=-0.233, Synergy_HSA=-1.43. (8) Drug 1: CC1=C(C(CCC1)(C)C)C=CC(=CC=CC(=CC(=O)O)C)C. Drug 2: CN1C2=C(C=C(C=C2)N(CCCl)CCCl)N=C1CCCC(=O)O.Cl. Cell line: HOP-62. Synergy scores: CSS=-3.80, Synergy_ZIP=5.26, Synergy_Bliss=7.31, Synergy_Loewe=-2.30, Synergy_HSA=-1.67.